This data is from Full USPTO retrosynthesis dataset with 1.9M reactions from patents (1976-2016). The task is: Predict the reactants needed to synthesize the given product. (1) Given the product [CH:73]1([C@H:68]([NH:67][C:28]([C:12]2[CH:11]=[C:10]([C:7]3[CH:6]=[CH:5][C:4]([O:3][C:2]([F:1])([F:32])[F:31])=[CH:9][CH:8]=3)[S:14][C:13]=2[NH:15][C:16]([NH:18][C:19]2[C:24]([CH3:25])=[CH:23][C:22]([CH3:26])=[CH:21][C:20]=2[CH3:27])=[O:17])=[O:30])[C:69]([O:71][CH3:72])=[O:70])[CH2:78][CH2:77][CH2:76][CH2:75][CH2:74]1, predict the reactants needed to synthesize it. The reactants are: [F:1][C:2]([F:32])([F:31])[O:3][C:4]1[CH:9]=[CH:8][C:7]([C:10]2[S:14][C:13]([NH:15][C:16]([NH:18][C:19]3[C:24]([CH3:25])=[CH:23][C:22]([CH3:26])=[CH:21][C:20]=3[CH3:27])=[O:17])=[C:12]([C:28]([OH:30])=O)[CH:11]=2)=[CH:6][CH:5]=1.CN(C(ON1N=NC2C=CC=NC1=2)=[N+](C)C)C.F[P-](F)(F)(F)(F)F.CCN(C(C)C)C(C)C.Cl.[NH2:67][C@@H:68]([CH:73]1[CH2:78][CH2:77][CH2:76][CH2:75][CH2:74]1)[C:69]([O:71][CH3:72])=[O:70]. (2) Given the product [CH3:24][O:21][C:2]1[C:7]2[N:8]=[CH:9][C:10]3[N:11]([CH2:12][N:13]([O:15][CH3:16])[CH:14]=3)[C:6]=2[N:5]([CH2:17][CH2:18][CH3:19])[CH2:4][C:3]=1[CH3:20], predict the reactants needed to synthesize it. The reactants are: Cl[C:2]1[C:7]2[N:8]=[CH:9][C:10]3[N:11]([CH2:12][N:13]([O:15][CH3:16])[CH:14]=3)[C:6]=2[N:5]([CH2:17][CH2:18][CH3:19])[CH2:4][C:3]=1[CH3:20].[OH-:21].[K+].O.[CH3:24]O. (3) Given the product [Cl:18][C:19]1[CH:20]=[CH:21][C:22]([S:25](/[C:28](=[CH:8]/[C:7]2[CH:6]=[C:5]([C:1]([CH3:4])([CH3:3])[CH3:2])[C:12]([OH:13])=[C:11]([C:14]([CH3:17])([CH3:16])[CH3:15])[CH:10]=2)/[C:29]#[N:30])(=[O:26])=[O:27])=[CH:23][CH:24]=1, predict the reactants needed to synthesize it. The reactants are: [C:1]([C:5]1[CH:6]=[C:7]([CH:10]=[C:11]([C:14]([CH3:17])([CH3:16])[CH3:15])[C:12]=1[OH:13])[CH:8]=O)([CH3:4])([CH3:3])[CH3:2].[Cl:18][C:19]1[CH:24]=[CH:23][C:22]([S:25]([CH2:28][C:29]#[N:30])(=[O:27])=[O:26])=[CH:21][CH:20]=1. (4) Given the product [OH:27][C:22]([CH3:26])([CH2:23][OH:24])[C:20]#[C:21][C:2]1[C:18]([F:19])=[CH:17][C:5]2[O:6][CH2:7][CH2:8][C:9]3[S:13][C:12]([C:14]([NH2:16])=[O:15])=[N:11][C:10]=3[C:4]=2[CH:3]=1, predict the reactants needed to synthesize it. The reactants are: Br[C:2]1[C:18]([F:19])=[CH:17][C:5]2[O:6][CH2:7][CH2:8][C:9]3[S:13][C:12]([C:14]([NH2:16])=[O:15])=[N:11][C:10]=3[C:4]=2[CH:3]=1.[C:20]([C:22]1([OH:27])[CH2:26]C[O:24][CH2:23]1)#[CH:21]. (5) Given the product [CH3:37][C:33]1([CH3:38])[CH2:32][CH:31]([CH2:30][CH2:29][CH2:28][CH2:27][N:20]2[C:19]([O:23][CH3:24])=[N:18][C:17]3[C:21]2=[N:22][C:14]([O:13][C@H:9]([CH3:8])[CH2:10][CH2:11][CH3:12])=[N:15][C:16]=3[NH2:25])[CH2:36][CH2:35][O:34]1, predict the reactants needed to synthesize it. The reactants are: FC(F)(F)C(O)=O.[CH3:8][C@@H:9]([O:13][C:14]1[NH:15][C:16]([NH2:25])=[C:17]2[C:21]([N:22]=1)=[N:20][C:19]([O:23][CH3:24])=[N:18]2)[CH2:10][CH2:11][CH3:12].Br[CH2:27][CH2:28][CH2:29][CH2:30][CH:31]1[CH2:36][CH2:35][O:34][C:33]([CH3:38])([CH3:37])[CH2:32]1. (6) Given the product [F:1][C:2]1[CH:7]=[C:6]([F:8])[CH:5]=[CH:4][C:3]=1[S:9](/[CH:12]=[CH:13]/[C:14]1[C:15]([NH:23][CH3:24])=[N:16][C:17]([NH:31][C:30]2[CH:32]=[CH:33][C:27]([O:26][CH3:25])=[CH:28][CH:29]=2)=[N:18][CH:19]=1)(=[O:11])=[O:10], predict the reactants needed to synthesize it. The reactants are: [F:1][C:2]1[CH:7]=[C:6]([F:8])[CH:5]=[CH:4][C:3]=1[S:9]([CH:12]=[CH:13][C:14]1[C:15]([NH:23][CH3:24])=[N:16][C:17](S(C)=O)=[N:18][CH:19]=1)(=[O:11])=[O:10].[CH3:25][O:26][C:27]1[CH:33]=[CH:32][C:30]([NH2:31])=[CH:29][CH:28]=1. (7) Given the product [C:99]1([CH2:105][CH2:106][NH:41][C:39]([C:36]2[NH:35][C:34]([C:22]3[C:21]4[C:25](=[CH:26][CH:67]=[C:66]([C:62]5[C:61]([CH3:89])=[C:60]([CH2:59][N:56]([CH2:57][CH3:58])[C:54](=[O:55])[O:53][C:49]([CH3:50])([CH3:51])[CH3:52])[CH:65]=[N:64][CH:63]=5)[CH:20]=4)[N:24]([CH:28]4[CH2:33][CH2:32][CH2:31][CH2:30][O:29]4)[N:23]=3)=[N:38][CH:37]=2)=[O:40])[CH2:104][CH2:103][CH2:102][CH2:101][CH:100]=1, predict the reactants needed to synthesize it. The reactants are: C(N(CC1C=NC=C(C2[CH:20]=[C:21]3[C:25](=[CH:26]C=2)[N:24]([CH:28]2[CH2:33][CH2:32][CH2:31][CH2:30][O:29]2)[N:23]=[C:22]3[C:34]2[NH:35][C:36]([C:39]([NH:41]CC3C=NC=CC=3)=[O:40])=[CH:37][N:38]=2)C=1C)C(=O)OC(C)(C)C)C.[C:49]([O:53][C:54]([N:56]([CH2:59][C:60]1[C:61]([CH3:89])=[C:62]([C:66]2[CH:67]=C3C(=CC=2)N(C2CCCCO2)N=C3C2NC(C(O)=O)=CN=2)[CH:63]=[N:64][CH:65]=1)[CH2:57][CH3:58])=[O:55])([CH3:52])([CH3:51])[CH3:50].C(N(C(C)C)CC)(C)C.[C:99]1([CH2:105][CH2:106]N)[CH2:104][CH2:103][CH2:102][CH2:101][CH:100]=1.CN(C(ON1N=NC2C=CC=NC1=2)=[N+](C)C)C.F[P-](F)(F)(F)(F)F.